This data is from Reaction yield outcomes from USPTO patents with 853,638 reactions. The task is: Predict the reaction yield, written as a fraction of the theoretical maximum amount of product (1.0 means a 100% yield; for example, 0.34 means a 34% yield). (1) The reactants are [CH3:1][O:2][CH2:3][CH2:4][CH2:5][S:6]([C:9]1[CH:14]=[CH:13][C:12]([C:15]2[CH:20]=[CH:19][C:18]([CH2:21][CH2:22][OH:23])=[CH:17][CH:16]=2)=[CH:11][CH:10]=1)(=[O:8])=[O:7].C(#N)C.C(N(CC)C(C)C)(C)C.[CH3:36][S:37](Cl)(=[O:39])=[O:38]. The catalyst is C(OC)(C)(C)C. The product is [CH3:36][S:37]([O:23][CH2:22][CH2:21][C:18]1[CH:17]=[CH:16][C:15]([C:12]2[CH:13]=[CH:14][C:9]([S:6]([CH2:5][CH2:4][CH2:3][O:2][CH3:1])(=[O:7])=[O:8])=[CH:10][CH:11]=2)=[CH:20][CH:19]=1)(=[O:39])=[O:38]. The yield is 0.829. (2) The reactants are [CH3:1][C:2]1[CH:7]=[CH:6][CH:5]=[CH:4][N:3]=1.[Li+].CCC[CH2-].[CH2:13]([N:20]1[CH2:25][CH2:24][C:23]([NH:28][C:29]2[CH:34]=[CH:33][CH:32]=[CH:31][CH:30]=2)(C#N)[CH2:22][CH2:21]1)[C:14]1[CH:19]=[CH:18][CH:17]=[CH:16][CH:15]=1.O. The catalyst is O1CCCC1. The product is [CH2:13]([N:20]1[CH2:21][CH2:22][C:23]([NH:28][C:29]2[CH:34]=[CH:33][CH:32]=[CH:31][CH:30]=2)([CH2:1][C:2]2[CH:7]=[CH:6][CH:5]=[CH:4][N:3]=2)[CH2:24][CH2:25]1)[C:14]1[CH:15]=[CH:16][CH:17]=[CH:18][CH:19]=1. The yield is 0.650. (3) The reactants are Br[C:2]1[N:7]=[CH:6][C:5]([C:8]2[CH:9]=[N:10][C:11]([NH2:26])=[C:12]([O:14][CH:15]([C:17]3[C:22]([Cl:23])=[CH:21][CH:20]=[C:19]([F:24])[C:18]=3[Cl:25])[CH3:16])[CH:13]=2)=[CH:4][CH:3]=1.[N:27]1([CH:32]2[CH2:37][CH2:36][NH:35][CH2:34][CH2:33]2)[CH2:31][CH2:30][CH2:29][CH2:28]1. The catalyst is CN1CCCC1=O. The product is [Cl:25][C:18]1[C:19]([F:24])=[CH:20][CH:21]=[C:22]([Cl:23])[C:17]=1[CH:15]([O:14][C:12]1[CH:13]=[C:8]([C:5]2[CH:4]=[CH:3][C:2]([N:35]3[CH2:36][CH2:37][CH:32]([N:27]4[CH2:31][CH2:30][CH2:29][CH2:28]4)[CH2:33][CH2:34]3)=[N:7][CH:6]=2)[CH:9]=[N:10][C:11]=1[NH2:26])[CH3:16]. The yield is 0.500. (4) The reactants are [CH2:1]([O:3][C:4](=[O:13])[C:5]1[CH:10]=[CH:9][C:8]([NH:11][NH2:12])=[CH:7][CH:6]=1)[CH3:2].[CH3:14][CH:15]([CH3:21])[C:16](=O)[CH2:17][C:18]#[N:19].Cl. The catalyst is C(O)C. The product is [NH2:19][C:18]1[N:11]([C:8]2[CH:9]=[CH:10][C:5]([C:4]([O:3][CH2:1][CH3:2])=[O:13])=[CH:6][CH:7]=2)[N:12]=[C:16]([CH:15]([CH3:21])[CH3:14])[CH:17]=1. The yield is 0.880. (5) The reactants are [Cl:1][C:2]1[CH:7]=[CH:6][CH:5]=[C:4]([N+:8]([O-])=O)[C:3]=1[N:11]1[CH2:16][CH2:15][N:14]([CH2:17][CH2:18][CH2:19][N:20]2[C:28]3[CH2:27][CH2:26][N:25]([S:29]([CH3:32])(=[O:31])=[O:30])[CH2:24][C:23]=3[C:22]([C:33]3[CH:38]=[CH:37][C:36]([C:39]([F:42])([F:41])[F:40])=[CH:35][CH:34]=3)=[N:21]2)[CH2:13][CH2:12]1.C(O)(=O)C. The catalyst is CCO.[Zn]. The product is [Cl:1][C:2]1[C:3]([N:11]2[CH2:16][CH2:15][N:14]([CH2:17][CH2:18][CH2:19][N:20]3[C:28]4[CH2:27][CH2:26][N:25]([S:29]([CH3:32])(=[O:30])=[O:31])[CH2:24][C:23]=4[C:22]([C:33]4[CH:34]=[CH:35][C:36]([C:39]([F:40])([F:41])[F:42])=[CH:37][CH:38]=4)=[N:21]3)[CH2:13][CH2:12]2)=[C:4]([NH2:8])[CH:5]=[CH:6][CH:7]=1. The yield is 1.00.